This data is from Reaction yield outcomes from USPTO patents with 853,638 reactions. The task is: Predict the reaction yield, written as a fraction of the theoretical maximum amount of product (1.0 means a 100% yield; for example, 0.34 means a 34% yield). (1) The reactants are N([O-])=O.[Na+].CC1(C)N([O])C(C)(C)CCC1.CC(O[Na])=[O:18].[F:21][C:22]([F:34])([C:25]([F:33])([F:32])[C:26]([F:31])([F:30])[CH:27]([F:29])[F:28])[CH2:23][OH:24].O=O. The catalyst is C(O)(=O)C. The product is [F:21][C:22]([F:34])([C:25]([F:32])([F:33])[C:26]([F:30])([F:31])[CH:27]([F:28])[F:29])[C:23]([OH:18])=[O:24]. The yield is 0.550. (2) The reactants are C([Si](C)(C)[O:6][CH2:7][C:8]([CH3:34])([C:28]1[NH:32][C:31]([CH3:33])=[N:30][N:29]=1)[C:9]#[C:10][C:11]1[CH:12]=[CH:13][C:14]2[O:23][CH2:22][CH2:21][N:20]3[C:16](=[N:17][C:18]([C:24]([NH2:26])=[O:25])=[CH:19]3)[C:15]=2[CH:27]=1)(C)(C)C.CCCC[N+](CCCC)(CCCC)CCCC.[F-]. The catalyst is C1COCC1. The product is [OH:6][CH2:7][C:8]([CH3:34])([C:28]1[NH:32][C:31]([CH3:33])=[N:30][N:29]=1)[C:9]#[C:10][C:11]1[CH:12]=[CH:13][C:14]2[O:23][CH2:22][CH2:21][N:20]3[C:16](=[N:17][C:18]([C:24]([NH2:26])=[O:25])=[CH:19]3)[C:15]=2[CH:27]=1. The yield is 0.230.